Dataset: Catalyst prediction with 721,799 reactions and 888 catalyst types from USPTO. Task: Predict which catalyst facilitates the given reaction. (1) Reactant: [O:1]1[C:5]2[CH:6]=[CH:7][C:8]([CH2:10][C:11](=[N:13][NH:14][C:15](=[S:17])[NH2:16])[CH3:12])=[CH:9][C:4]=2[O:3][CH2:2]1.Br[CH2:19][C:20]([C:22]1[CH:27]=[CH:26][CH:25]=[CH:24][CH:23]=1)=O. Product: [O:1]1[C:5]2[CH:6]=[CH:7][C:8]([CH2:10][C:11](=[N:13][NH:14][C:15]3[S:17][CH:19]=[C:20]([C:22]4[CH:27]=[CH:26][CH:25]=[CH:24][CH:23]=4)[N:16]=3)[CH3:12])=[CH:9][C:4]=2[O:3][CH2:2]1. The catalyst class is: 1. (2) Reactant: [H-].[Na+].[Br:3][C:4]1[CH:5]=[CH:6][C:7](=[O:10])[NH:8][CH:9]=1.Br[CH2:12][CH:13]1[CH2:15][CH2:14]1.O. Product: [Br:3][C:4]1[CH:5]=[CH:6][C:7](=[O:10])[N:8]([CH2:12][CH:13]2[CH2:15][CH2:14]2)[CH:9]=1. The catalyst class is: 7.